From a dataset of Catalyst prediction with 721,799 reactions and 888 catalyst types from USPTO. Predict which catalyst facilitates the given reaction. (1) Reactant: [C:1]([O:5][C:6](=[O:26])[NH:7][C:8]1[CH:13]=[C:12]([N:14]([CH:16]([CH3:18])[CH3:17])[CH3:15])[C:11]([C:19]([F:22])([F:21])[F:20])=[CH:10][C:9]=1[N+:23]([O-])=O)([CH3:4])([CH3:3])[CH3:2]. Product: [C:1]([O:5][C:6](=[O:26])[NH:7][C:8]1[CH:13]=[C:12]([N:14]([CH:16]([CH3:17])[CH3:18])[CH3:15])[C:11]([C:19]([F:22])([F:21])[F:20])=[CH:10][C:9]=1[NH2:23])([CH3:3])([CH3:4])[CH3:2]. The catalyst class is: 45. (2) Reactant: C[O-].[Na+].CO.C([O:14][C@@H:15]1[C@H:19]([O:20]C(=O)C2C=CC=CC=2)[C@@H:18]([CH2:29][O:30]C(=O)C2C=CC=CC=2)[S:17][C@H:16]1[N:39]1[CH:46]=[CH:45][C:43]([NH2:44])=[N:42][C:40]1=[O:41])(=O)C1C=CC=CC=1.C(O)(=O)C. Product: [C@@H:16]1([N:39]2[CH:46]=[CH:45][C:43]([NH2:44])=[N:42][C:40]2=[O:41])[S:17][C@H:18]([CH2:29][OH:30])[C@@H:19]([OH:20])[C@H:15]1[OH:14]. The catalyst class is: 5. (3) Reactant: [C:1]1(=O)[C:10]2[C:5]3[C:6](=[CH:11][CH:12]=[CH:13][C:4]=3[C:3](=[O:14])[O:2]1)[CH:7]=[CH:8][CH:9]=2.[H-].[H-].[H-].[H-].[Li+].[Al+3].O.[OH-].[Na+]. Product: [OH:2][CH2:1][C:10]1[CH:9]=[CH:8][CH:7]=[C:6]2[C:5]=1[C:4]([CH2:3][OH:14])=[CH:13][CH:12]=[CH:11]2. The catalyst class is: 1. (4) Reactant: Br[C:2]1[CH:7]=[CH:6][C:5]([S:8]([NH:11][C:12]2[CH:17]=[CH:16][N:15]=[CH:14][N:13]=2)(=[O:10])=[O:9])=[CH:4][CH:3]=1.[NH:18]1[CH2:23][CH2:22][NH:21][CH2:20][CH2:19]1.C(P(C(C)(C)C)C1C=CC=CC=1C1C=CC=CC=1)(C)(C)C.O(C(C)(C)C)[Na]. Product: [N:18]1([C:2]2[CH:7]=[CH:6][C:5]([S:8]([NH:11][C:12]3[CH:17]=[CH:16][N:15]=[CH:14][N:13]=3)(=[O:10])=[O:9])=[CH:4][CH:3]=2)[CH2:23][CH2:22][NH:21][CH2:20][CH2:19]1. The catalyst class is: 187. (5) Product: [ClH:41].[NH2:32][C@@H:29]([CH2:30][CH3:31])[C:28]([N:25]1[CH2:24][CH2:23][CH:22]([N:13]2[N:12]=[C:11]([C:5]3[CH:6]=[CH:7][C:8]([O:9][CH3:10])=[C:3]([O:2][CH3:1])[CH:4]=3)[C@@H:20]3[C@@H:15]([CH2:16][CH2:17][CH2:18][CH2:19]3)[C:14]2=[O:21])[CH2:27][CH2:26]1)=[O:40]. The catalyst class is: 12. Reactant: [CH3:1][O:2][C:3]1[CH:4]=[C:5]([C:11]2[C@@H:20]3[C@@H:15]([CH2:16][CH2:17][CH2:18][CH2:19]3)[C:14](=[O:21])[N:13]([CH:22]3[CH2:27][CH2:26][N:25]([C:28](=[O:40])[C@@H:29]([NH:32]C(=O)OC(C)(C)C)[CH2:30][CH3:31])[CH2:24][CH2:23]3)[N:12]=2)[CH:6]=[CH:7][C:8]=1[O:9][CH3:10].[ClH:41].